This data is from Reaction yield outcomes from USPTO patents with 853,638 reactions. The task is: Predict the reaction yield, written as a fraction of the theoretical maximum amount of product (1.0 means a 100% yield; for example, 0.34 means a 34% yield). The reactants are [C:1]1([S:7]([C:10]([CH:19]2[CH2:31][C:22]3[NH:23][C:24]4[CH:25]=[CH:26][C:27]([Cl:30])=[CH:28][C:29]=4[C:21]=3[CH2:20]2)([F:18])[C:11]2[O:15][N:14]=[C:13]([CH2:16][NH2:17])[N:12]=2)(=[O:9])=[O:8])[CH:6]=[CH:5][CH:4]=[CH:3][CH:2]=1.CCN(C(C)C)C(C)C.[C:41](Cl)(=[O:48])[C:42]1[CH:47]=[CH:46][CH:45]=[CH:44][CH:43]=1. The catalyst is C1COCC1. The product is [C:1]1([S:7]([C:10]([CH:19]2[CH2:31][C:22]3[NH:23][C:24]4[CH:25]=[CH:26][C:27]([Cl:30])=[CH:28][C:29]=4[C:21]=3[CH2:20]2)([F:18])[C:11]2[O:15][N:14]=[C:13]([CH2:16][NH:17][C:41](=[O:48])[C:42]3[CH:47]=[CH:46][CH:45]=[CH:44][CH:43]=3)[N:12]=2)(=[O:9])=[O:8])[CH:2]=[CH:3][CH:4]=[CH:5][CH:6]=1. The yield is 0.510.